Dataset: Experimentally validated miRNA-target interactions with 360,000+ pairs, plus equal number of negative samples. Task: Binary Classification. Given a miRNA mature sequence and a target amino acid sequence, predict their likelihood of interaction. The miRNA is hsa-miR-16-5p with sequence UAGCAGCACGUAAAUAUUGGCG. The protein sequence of the target gene is MPLSTAGILSSSSAASNRSRNKARYRTKAVSSEVDESLFGDIKSPAQGQSDSPIVLLRDKHTLQKTLTALGLDRKPETIQLITRDMVRELIVPTEDPSGESLIISPEEFERIKWASHVLTREELEARDQAFKKEKEATMDAVMTRKKIMKQKEMVWNNNKKLSDLEEVAKERAQNLLQRANKLRMEQEEELKDMSKIILNAKCHAIRDAQILEKQQIQKELDTEEKRLDQMMEVERQKSIQRQEELERKRREERIRGRRQIVEQMEKNQEERSLLAEQREQEKEQMLEYMEQLQEEDLKD.... Result: 1 (interaction).